Dataset: Reaction yield outcomes from USPTO patents with 853,638 reactions. Task: Predict the reaction yield, written as a fraction of the theoretical maximum amount of product (1.0 means a 100% yield; for example, 0.34 means a 34% yield). (1) The reactants are O[CH:2]([C:6]1[C:7]([CH3:19])=[C:8]2[C:12](=[CH:13][C:14]=1[CH3:15])[N:11]([C:16](=[O:18])[CH3:17])[CH2:10][CH2:9]2)[C:3]([OH:5])=[O:4].Cl.[CH:21](N(C(C)C)CC)(C)[CH3:22].C(Cl)(=O)C. The catalyst is [Pd].C(O)C.C(OCC)(=O)C.O.CC(C)=O. The product is [C:16]([N:11]1[C:12]2[C:8](=[C:7]([CH3:19])[C:6]([CH2:2][C:3]([O:5][CH2:21][CH3:22])=[O:4])=[C:14]([CH3:15])[CH:13]=2)[CH2:9][CH2:10]1)(=[O:18])[CH3:17]. The yield is 0.910. (2) The reactants are [CH2:1]([N:3](CC)CC)C.[CH2:8]([OH:10])[CH3:9].[CH3:11][C:12]1[C:16]([C:17]2[C:26]3[O:25][CH2:24][C@H:23]([C:27]4[CH:32]=[CH:31][CH:30]=[CH:29][N:28]=4)[N:22]4[C:33]([N:35]5[CH2:39][CH2:38][C@@H:37]([NH:40][CH3:41])[CH2:36]5)=[N:34][C:20]([C:21]=34)=[CH:19][CH:18]=2)=[C:15]([CH3:42])[O:14][N:13]=1.O=C1CCC(=O)N1OC(=O)CC#N. The catalyst is C(Cl)Cl.CO. The product is [C:1]([CH2:9][C:8]([N:40]([C@@H:37]1[CH2:38][CH2:39][N:35]([C:33]2[N:22]3[C@@H:23]([C:27]4[CH:32]=[CH:31][CH:30]=[CH:29][N:28]=4)[CH2:24][O:25][C:26]4=[C:21]3[C:20](=[CH:19][CH:18]=[C:17]4[C:16]3[C:12]([CH3:11])=[N:13][O:14][C:15]=3[CH3:42])[N:34]=2)[CH2:36]1)[CH3:41])=[O:10])#[N:3]. The yield is 0.140. (3) The product is [C:1]([N:5]1[C:9](=[O:10])[C:8]([NH:11][CH2:12][CH2:13][CH2:14][O:15][C:16]2[CH:17]=[C:18]([CH2:22][C:23]([OH:25])=[O:24])[CH:19]=[CH:20][CH:21]=2)=[C:7]([C:27]2[CH:32]=[CH:31][CH:30]=[CH:29][CH:28]=2)[S:6]1(=[O:33])=[O:34])([CH3:4])([CH3:2])[CH3:3]. The yield is 0.390. The reactants are [C:1]([N:5]1[C:9](=[O:10])[C:8]([NH:11][CH2:12][CH2:13][CH2:14][O:15][C:16]2[CH:17]=[C:18]([CH2:22][C:23]([O:25]C)=[O:24])[CH:19]=[CH:20][CH:21]=2)=[C:7]([C:27]2[CH:32]=[CH:31][CH:30]=[CH:29][CH:28]=2)[S:6]1(=[O:34])=[O:33])([CH3:4])([CH3:3])[CH3:2].[Li+].[I-].CCOC(C)=O. The catalyst is N1C=CC=CC=1.